From a dataset of Forward reaction prediction with 1.9M reactions from USPTO patents (1976-2016). Predict the product of the given reaction. (1) The product is: [Cl:1][C:2]1[CH:3]=[CH:4][C:5]([NH:6][C:7]2[C:16]3[C:11](=[CH:12][CH:13]=[CH:14][CH:15]=3)[C:10]([CH2:17][C:18]3[CH:23]=[CH:22][N:21]=[CH:20][CH:19]=3)=[N+:9]([O-:34])[N:8]=2)=[CH:24][CH:25]=1. Given the reactants [Cl:1][C:2]1[CH:25]=[CH:24][C:5]([NH:6][C:7]2[C:16]3[C:11](=[CH:12][CH:13]=[CH:14][CH:15]=3)[C:10]([CH2:17][C:18]3[CH:23]=[CH:22][N:21]=[CH:20][CH:19]=3)=[N:9][N:8]=2)=[CH:4][CH:3]=1.ClC1C=CC=C(C(OO)=[O:34])C=1.C(=O)([O-])O.[Na+], predict the reaction product. (2) The product is: [CH:13]1([CH2:18][CH:19]([C:28]2[CH:33]=[CH:32][C:31]([S:34](=[O:36])(=[O:35])[NH2:4])=[CH:30][CH:29]=2)[C:20]([NH:22][C:23]2[S:24][CH:25]=[CH:26][N:27]=2)=[O:21])[CH2:17][CH2:16][CH2:15][CH2:14]1. Given the reactants C([NH:4]C(C)C)(C)C.C([Li])CCC.[CH:13]1([CH2:18][CH:19]([C:28]2[CH:33]=[CH:32][C:31]([S:34](C)(=[O:36])=[O:35])=[CH:30][CH:29]=2)[C:20]([NH:22][C:23]2[S:24][CH:25]=[CH:26][N:27]=2)=[O:21])[CH2:17][CH2:16][CH2:15][CH2:14]1.C(B(CCCC)CCCC)CCC.C([O-])(=O)C.[Na+].ONS(O)(=O)=O, predict the reaction product. (3) The product is: [O:8]1[C:13]2[CH:14]=[CH:15][CH:16]=[C:17]([N:18]3[CH2:6][CH2:5][N:4]([C@H:31]([CH3:32])[CH2:19][OH:22])[CH2:3][CH2:2]3)[C:12]=2[O:11][CH2:10][CH2:9]1. Given the reactants Cl[CH2:2][CH2:3][NH:4][CH2:5][CH2:6]Cl.[O:8]1[C:13]2[CH:14]=[CH:15][CH:16]=[C:17]([NH2:18])[C:12]=2[O:11][CH2:10][CH2:9]1.[C:19](=[O:22])(O)[O-].[Na+].[H-].[Al+3].[Li+].[H-].[H-].[H-].Cl[C:31]1C=CC=C[CH:32]=1, predict the reaction product. (4) Given the reactants [H-].[Na+].C(OP([CH2:11][C:12]([O:14][CH2:15][CH3:16])=[O:13])(OCC)=O)C.[CH2:17]([O:24][CH2:25][CH2:26][CH2:27][CH2:28][O:29][C:30]1[N:35]=[C:34]([NH:36][C:37](=[O:42])[C:38]([CH3:41])([CH3:40])[CH3:39])[C:33]([CH:43]=O)=[CH:32][CH:31]=1)[C:18]1[CH:23]=[CH:22][CH:21]=[CH:20][CH:19]=1, predict the reaction product. The product is: [CH2:17]([O:24][CH2:25][CH2:26][CH2:27][CH2:28][O:29][C:30]1[N:35]=[C:34]([NH:36][C:37](=[O:42])[C:38]([CH3:39])([CH3:40])[CH3:41])[C:33]([CH:43]=[CH:11][C:12]([O:14][CH2:15][CH3:16])=[O:13])=[CH:32][CH:31]=1)[C:18]1[CH:23]=[CH:22][CH:21]=[CH:20][CH:19]=1.